Dataset: Full USPTO retrosynthesis dataset with 1.9M reactions from patents (1976-2016). Task: Predict the reactants needed to synthesize the given product. Given the product [CH2:1]([O:8][C:9]1[C:14]([O:15][CH2:16][C@H:17]2[CH2:19][O:18]2)=[CH:13][CH:12]=[C:11]([F:43])[C:10]=1[C:21]1[CH:26]=[CH:25][CH:24]=[CH:23][C:22]=1[Cl:27])[C:2]1[CH:7]=[CH:6][CH:5]=[CH:4][CH:3]=1, predict the reactants needed to synthesize it. The reactants are: [CH2:1]([O:8][C:9]1[C:14]([O:15][CH2:16][C@H:17]2[CH2:19][O:18]2)=[CH:13][CH:12]=[C:11](Cl)[C:10]=1[C:21]1[CH:26]=[CH:25][CH:24]=[CH:23][C:22]=1[Cl:27])[C:2]1[CH:7]=[CH:6][CH:5]=[CH:4][CH:3]=1.C(OC1C(O)=CC=C([F:43])C=1C1C=CC=CC=1Cl)C1C=CC=CC=1.